This data is from NCI-60 drug combinations with 297,098 pairs across 59 cell lines. The task is: Regression. Given two drug SMILES strings and cell line genomic features, predict the synergy score measuring deviation from expected non-interaction effect. (1) Drug 1: C1=CC=C(C(=C1)C(C2=CC=C(C=C2)Cl)C(Cl)Cl)Cl. Drug 2: COC1=NC(=NC2=C1N=CN2C3C(C(C(O3)CO)O)O)N. Cell line: CCRF-CEM. Synergy scores: CSS=49.3, Synergy_ZIP=2.54, Synergy_Bliss=2.60, Synergy_Loewe=-22.7, Synergy_HSA=2.04. (2) Drug 1: CCC1=C2CN3C(=CC4=C(C3=O)COC(=O)C4(CC)O)C2=NC5=C1C=C(C=C5)O. Drug 2: CC1C(C(CC(O1)OC2CC(OC(C2O)C)OC3=CC4=CC5=C(C(=O)C(C(C5)C(C(=O)C(C(C)O)O)OC)OC6CC(C(C(O6)C)O)OC7CC(C(C(O7)C)O)OC8CC(C(C(O8)C)O)(C)O)C(=C4C(=C3C)O)O)O)O. Cell line: MDA-MB-231. Synergy scores: CSS=59.5, Synergy_ZIP=-3.86, Synergy_Bliss=-0.467, Synergy_Loewe=-0.808, Synergy_HSA=0.781.